This data is from Full USPTO retrosynthesis dataset with 1.9M reactions from patents (1976-2016). The task is: Predict the reactants needed to synthesize the given product. Given the product [Br:28][C:24]1[N:23]=[C:22]([CH:21]([S:1][CH2:2][CH:3]([OH:4])[CH2:5][OH:6])[CH:20]([C:29]#[N:30])[C:18]([NH:17][C@H:10]([C:11]2[CH:12]=[CH:13][CH:14]=[CH:15][CH:16]=2)[CH2:9][CH2:8][CH3:7])=[O:19])[CH:27]=[CH:26][CH:25]=1, predict the reactants needed to synthesize it. The reactants are: [SH:1][CH2:2][CH:3]([CH2:5][OH:6])[OH:4].[CH3:7][CH2:8][CH2:9][C@H:10]([NH:17][C:18](/[C:20](/[C:29]#[N:30])=[CH:21]/[C:22]1[CH:27]=[CH:26][CH:25]=[C:24]([Br:28])[N:23]=1)=[O:19])[C:11]1[CH:16]=[CH:15][CH:14]=[CH:13][CH:12]=1.O.ClCCl.